This data is from Drug-target binding data from BindingDB using IC50 measurements. The task is: Regression. Given a target protein amino acid sequence and a drug SMILES string, predict the binding affinity score between them. We predict pIC50 (pIC50 = -log10(IC50 in M); higher means more potent). Dataset: bindingdb_ic50. The compound is Cc1cc(N=NC(C)c2cn(C)n(-c3ccccc3)c2=O)c2cc3c(cc2n1)OCO3. The target protein (P27695) has sequence MPKRGKKGAVAEDGDELRTEPEAKKSKTAAKKNDKEAAGEGPALYEDPPDQKTSPSGKPATLKICSWNVDGLRAWIKKKGLDWVKEEAPDILCLQETKCSENKLPAELQELPGLSHQYWSAPSDKEGYSGVGLLSRQCPLKVSYGIGDEEHDQEGRVIVAEFDSFVLVTAYVPNAGRGLVRLEYRQRWDEAFRKFLKGLASRKPLVLCGDLNVAHEEIDLRNPKGNKKNAGFTPQERQGFGELLQAVPLADSFRHLYPNTPYAYTFWTYMMNARSKNVGWRLDYFLLSHSLLPALCDSKIRSKALGSDHCPITLYLAL. The pIC50 is 5.4.